Dataset: Forward reaction prediction with 1.9M reactions from USPTO patents (1976-2016). Task: Predict the product of the given reaction. (1) Given the reactants [CH2:1]([O:5][C:6]1[N:15]=[CH:14][CH:13]=[C:12]2[C:7]=1[C:8]1[CH:20]=[N:19][CH:18]=[CH:17][C:9]=1[C:10]([OH:16])=[N:11]2)[CH2:2][CH2:3][CH3:4].C(=O)([O-])[O-].[Cs+].[Cs+].C1(N[S:34]([C:37]([F:40])([F:39])[F:38])(=[O:36])=[O:35])C=CC=CC=1.C(OCC)(=O)C, predict the reaction product. The product is: [F:38][C:37]([F:40])([F:39])[S:34]([O:16][C:10]1[C:9]2[CH:17]=[CH:18][N:19]=[CH:20][C:8]=2[C:7]2[C:12](=[CH:13][CH:14]=[N:15][C:6]=2[O:5][CH2:1][CH2:2][CH2:3][CH3:4])[N:11]=1)(=[O:36])=[O:35]. (2) Given the reactants [CH2:1]([OH:8])[C:2]1[CH:7]=[CH:6][CH:5]=[CH:4][CH:3]=1.[H-].[Na+].[C:11]([O:15][C:16]([N:18]1[CH2:23][CH2:22][CH:21]([O:24][C:25]2[CH:26]=[C:27]3[C:32](=[CH:33][CH:34]=2)[C:31](Cl)=[N:30][CH:29]=[CH:28]3)[CH2:20][CH2:19]1)=[O:17])([CH3:14])([CH3:13])[CH3:12], predict the reaction product. The product is: [C:11]([O:15][C:16]([N:18]1[CH2:23][CH2:22][CH:21]([O:24][C:25]2[CH:26]=[C:27]3[C:32](=[CH:33][CH:34]=2)[C:31]([O:8][CH2:1][C:2]2[CH:7]=[CH:6][CH:5]=[CH:4][CH:3]=2)=[N:30][CH:29]=[CH:28]3)[CH2:20][CH2:19]1)=[O:17])([CH3:14])([CH3:13])[CH3:12]. (3) The product is: [CH2:4]([O:5][C:6]1[N:11]=[CH:10][N:9]=[C:8]([NH2:12])[CH:7]=1)[CH:1]([CH3:3])[CH3:2]. Given the reactants [CH:1]1([CH2:4][O:5][C:6]2[N:11]=[CH:10][N:9]=[C:8]([NH2:12])[CH:7]=2)[CH2:3][CH2:2]1, predict the reaction product. (4) Given the reactants [Cl:1][C:2]1[CH:3]=[C:4]([CH:16]=[CH:17][CH:18]=1)[O:5][CH2:6][C:7](=[O:15])[CH2:8]P(=O)(OC)OC.[Li+].[Cl-].CCN([CH2:26][CH3:27])CC.[NH4+].[Cl-].[C:30]([O:33][CH2:34][CH3:35])(=[O:32])[CH3:31], predict the reaction product. The product is: [C:30]([O:33][C@@H:34]1[CH2:35][C@@H:34]2[O:33][C:30](=[O:32])[CH2:31][C@@H:35]2[C@H:26]1/[CH:27]=[CH:8]/[C:7](=[O:15])[CH2:6][O:5][C:4]1[CH:16]=[CH:17][CH:18]=[C:2]([Cl:1])[CH:3]=1)(=[O:32])[C:31]1[CH:4]=[CH:3][CH:2]=[CH:18][CH:17]=1. (5) Given the reactants [Br:1][C:2]1[CH:3]=[C:4]([C:8](O)([CH3:16])[CH2:9][C:10]2[CH:15]=[CH:14][CH:13]=[CH:12][CH:11]=2)[CH:5]=[CH:6][CH:7]=1.[ClH:18], predict the reaction product. The product is: [Br:1][C:2]1[CH:7]=[CH:6][CH:5]=[C:4]([C:8]([Cl:18])([CH3:16])[CH2:9][C:10]2[CH:15]=[CH:14][CH:13]=[CH:12][CH:11]=2)[CH:3]=1. (6) Given the reactants [F:1][C:2]1[C:7]([F:8])=[C:6]([F:9])[CH:5]=[CH:4][C:3]=1[CH2:10][C:11]([OH:13])=O.C(Cl)(=O)C(Cl)=O.[NH2:20][C:21](=[N:27]O)[C:22]([O:24][CH2:25][CH3:26])=[O:23].C(N(CC)C(C)C)(C)C, predict the reaction product. The product is: [F:1][C:2]1[C:7]([F:8])=[C:6]([F:9])[CH:5]=[CH:4][C:3]=1[CH2:10][C:11]1[O:13][N:27]=[C:21]([C:22]([O:24][CH2:25][CH3:26])=[O:23])[N:20]=1. (7) Given the reactants [CH2:1]([O:8][C:9]1[CH:19]=[CH:18][C:12]2[CH:13]=[C:14]([CH2:16][NH2:17])[O:15][C:11]=2[CH:10]=1)[C:2]1[CH:7]=[CH:6][CH:5]=[CH:4][CH:3]=1.[NH2:20][C:21]1[N:29]=[C:28]([NH2:30])[CH:27]=[CH:26][C:22]=1[C:23](O)=[O:24].C(N(CC)CC)C.Cl.C(N=C=NCCCN(C)C)C, predict the reaction product. The product is: [NH2:20][C:21]1[N:29]=[C:28]([NH2:30])[CH:27]=[CH:26][C:22]=1[C:23]([NH:17][CH2:16][C:14]1[O:15][C:11]2[CH:10]=[C:9]([O:8][CH2:1][C:2]3[CH:3]=[CH:4][CH:5]=[CH:6][CH:7]=3)[CH:19]=[CH:18][C:12]=2[CH:13]=1)=[O:24]. (8) Given the reactants [N+:1]([C:4]1[C:12]([C:13]([NH2:15])=[O:14])=[CH:11][CH:10]=[CH:9][C:5]=1[C:6]([NH2:8])=[O:7])([O-])=O, predict the reaction product. The product is: [NH2:1][C:4]1[C:12]([C:13]([NH2:15])=[O:14])=[CH:11][CH:10]=[CH:9][C:5]=1[C:6]([NH2:8])=[O:7]. (9) Given the reactants [CH3:1][C:2]1[C:11]([CH3:12])=[C:10]2[C:5]([CH2:6][CH2:7][C@:8]([CH2:14][CH2:15][CH2:16][C@@H:17]([CH2:19][CH2:20][CH2:21][C@@H:22]([CH2:24][CH2:25][CH2:26][CH:27]([CH3:29])[CH3:28])[CH3:23])[CH3:18])([CH3:13])[O:9]2)=[CH:4][C:3]=1[OH:30].C([O-])([O-])=O.[K+].[K+].Cl[CH2:38][C:39]([CH3:41])=[CH2:40].[Na+].[I-], predict the reaction product. The product is: [CH3:13][C@@:8]1([CH2:14][CH2:15][CH2:16][C@H:17]([CH3:18])[CH2:19][CH2:20][CH2:21][C@H:22]([CH3:23])[CH2:24][CH2:25][CH2:26][CH:27]([CH3:29])[CH3:28])[CH2:7][CH2:6][C:5]2[C:10](=[C:11]([CH3:12])[C:2]([CH3:1])=[C:3]([O:30][CH2:40][C:39]([CH3:41])=[CH2:38])[CH:4]=2)[O:9]1.